Dataset: Catalyst prediction with 721,799 reactions and 888 catalyst types from USPTO. Task: Predict which catalyst facilitates the given reaction. The catalyst class is: 13. Product: [OH:15][C:14]1[C:9](=[O:8])[NH:10][N:11]=[C:12]([C:23]2([C:26]3[CH:27]=[CH:28][CH:29]=[CH:30][CH:31]=3)[CH2:25][CH2:24]2)[CH:13]=1. Reactant: C([O:8][C:9]1[N:10]=[N:11][C:12]([C:23]2([C:26]3[CH:31]=[CH:30][CH:29]=[CH:28][CH:27]=3)[CH2:25][CH2:24]2)=[CH:13][C:14]=1[O:15]CC1C=CC=CC=1)C1C=CC=CC=1.